This data is from NCI-60 drug combinations with 297,098 pairs across 59 cell lines. The task is: Regression. Given two drug SMILES strings and cell line genomic features, predict the synergy score measuring deviation from expected non-interaction effect. (1) Drug 1: C1=CC(=CC=C1CCCC(=O)O)N(CCCl)CCCl. Drug 2: C1=NC2=C(N=C(N=C2N1C3C(C(C(O3)CO)O)O)F)N. Cell line: SK-MEL-28. Synergy scores: CSS=2.89, Synergy_ZIP=-7.40, Synergy_Bliss=-8.04, Synergy_Loewe=-6.97, Synergy_HSA=-6.42. (2) Drug 1: C1CN1P(=S)(N2CC2)N3CC3. Drug 2: C1=NNC2=C1C(=O)NC=N2. Cell line: SF-268. Synergy scores: CSS=9.64, Synergy_ZIP=-0.977, Synergy_Bliss=1.96, Synergy_Loewe=0.736, Synergy_HSA=0.778. (3) Drug 1: CCCS(=O)(=O)NC1=C(C(=C(C=C1)F)C(=O)C2=CNC3=C2C=C(C=N3)C4=CC=C(C=C4)Cl)F. Drug 2: C1=NC2=C(N=C(N=C2N1C3C(C(C(O3)CO)O)F)Cl)N. Cell line: NCI/ADR-RES. Synergy scores: CSS=27.7, Synergy_ZIP=-1.47, Synergy_Bliss=-5.97, Synergy_Loewe=-28.6, Synergy_HSA=-6.48. (4) Drug 1: C1=CC(=CC=C1CC(C(=O)O)N)N(CCCl)CCCl.Cl. Drug 2: CCC1(CC2CC(C3=C(CCN(C2)C1)C4=CC=CC=C4N3)(C5=C(C=C6C(=C5)C78CCN9C7C(C=CC9)(C(C(C8N6C)(C(=O)OC)O)OC(=O)C)CC)OC)C(=O)OC)O.OS(=O)(=O)O. Cell line: OVCAR-5. Synergy scores: CSS=4.94, Synergy_ZIP=-8.03, Synergy_Bliss=-12.3, Synergy_Loewe=-32.7, Synergy_HSA=-15.3.